This data is from Catalyst prediction with 721,799 reactions and 888 catalyst types from USPTO. The task is: Predict which catalyst facilitates the given reaction. (1) Reactant: [C:1]1([S:7]([CH2:9][Cl:10])=O)[CH:6]=[CH:5][CH:4]=[CH:3][CH:2]=1.[CH3:11][C:12]1[CH:13]=[CH:14][CH:15]=[CH:16][C:17]=1[CH3:18].[F:19][C:20]([F:33])([F:32])[S:21]([O:24]S(C(F)(F)F)(=O)=O)(=[O:23])=[O:22]. Product: [O-:24][S:21]([C:20]([F:33])([F:32])[F:19])(=[O:23])=[O:22].[Cl:10][CH2:9][S+:7]([C:14]1[CH:15]=[CH:16][C:17]([CH3:18])=[C:12]([CH3:11])[CH:13]=1)[C:1]1[CH:6]=[CH:5][CH:4]=[CH:3][CH:2]=1. The catalyst class is: 27. (2) Reactant: CC(OC([N:8]1[CH2:13][CH2:12][C:11](=[C:14]([C:28]2[CH:33]=[CH:32][CH:31]=[CH:30][C:29]=2[NH2:34])[C:15]2[CH:20]=[CH:19][C:18]([C:21]([N:23]([CH2:26][CH3:27])[CH2:24][CH3:25])=[O:22])=[CH:17][CH:16]=2)[CH2:10][CH2:9]1)=O)(C)C.[C:35]1([S:41](Cl)(=[O:43])=[O:42])[CH:40]=[CH:39][CH:38]=[CH:37][CH:36]=1.C(O)(C(F)(F)F)=O. Product: [CH2:26]([N:23]([CH2:24][CH3:25])[C:21](=[O:22])[C:18]1[CH:17]=[CH:16][C:15]([C:14]([C:28]2[CH:33]=[CH:32][CH:31]=[CH:30][C:29]=2[NH:34][S:41]([C:35]2[CH:40]=[CH:39][CH:38]=[CH:37][CH:36]=2)(=[O:43])=[O:42])=[C:11]2[CH2:10][CH2:9][NH:8][CH2:13][CH2:12]2)=[CH:20][CH:19]=1)[CH3:27]. The catalyst class is: 17. (3) Reactant: [CH3:1][O:2][C:3]1[CH:4]=[CH:5][C:6]2[NH:12][C:11](=S)[CH:10]([CH3:14])[CH2:9][NH:8][C:7]=2[N:15]=1.[C:16]([NH:19][NH2:20])(=O)[CH3:17]. Product: [CH3:1][O:2][C:3]1[CH:4]=[CH:5][C:6]2[N:12]3[C:16]([CH3:17])=[N:19][N:20]=[C:11]3[CH:10]([CH3:14])[CH2:9][NH:8][C:7]=2[N:15]=1. The catalyst class is: 51. (4) Reactant: [Cl:1][C:2]1[C:3]([N+:24]([O-])=O)=[C:4]2[C:9](=[C:10]([O:13][CH3:14])[C:11]=1[F:12])[N:8]([CH:15]1[CH2:17][CH2:16]1)[CH:7]=[C:6]([C:18]([O:20][CH2:21][CH3:22])=[O:19])[C:5]2=[O:23]. Product: [NH2:24][C:3]1[C:2]([Cl:1])=[C:11]([F:12])[C:10]([O:13][CH3:14])=[C:9]2[C:4]=1[C:5](=[O:23])[C:6]([C:18]([O:20][CH2:21][CH3:22])=[O:19])=[CH:7][N:8]2[CH:15]1[CH2:16][CH2:17]1. The catalyst class is: 409. (5) Reactant: [NH2:1][C:2]1[CH:3]=[C:4]2[C:8](=[CH:9][CH:10]=1)[NH:7][CH:6]=[C:5]2[CH:11]1[CH2:16][CH2:15][CH:14]([N:17]([CH2:25][CH3:26])[C:18](=[O:24])[O:19][C:20]([CH3:23])([CH3:22])[CH3:21])[CH2:13][CH2:12]1.I.[S:28]1[CH:32]=[CH:31][CH:30]=[C:29]1[C:33](SC)=[NH:34]. Product: [CH2:25]([N:17]([CH:14]1[CH2:13][CH2:12][CH:11]([C:5]2[C:4]3[C:8](=[CH:9][CH:10]=[C:2]([NH:1][C:33]([C:29]4[S:28][CH:32]=[CH:31][CH:30]=4)=[NH:34])[CH:3]=3)[NH:7][CH:6]=2)[CH2:16][CH2:15]1)[C:18](=[O:24])[O:19][C:20]([CH3:21])([CH3:22])[CH3:23])[CH3:26]. The catalyst class is: 14. (6) Reactant: [C:1]([NH:4][C:5]1[S:6][CH:7]=[C:8]([CH2:10][O:11][C:12]2[CH:17]=[CH:16][C:15]([CH2:18][CH2:19][NH:20][C:21]([NH:23][N:24](C([O-])=O)C(OC(C)(C)C)=O)=[O:22])=[CH:14][CH:13]=2)[N:9]=1)(=[O:3])[CH3:2].[F:35][C:36]([F:41])([F:40])[C:37]([OH:39])=[O:38]. Product: [F:35][C:36]([F:41])([F:40])[C:37]([OH:39])=[O:38].[C:1]([NH:4][C:5]1[S:6][CH:7]=[C:8]([CH2:10][O:11][C:12]2[CH:13]=[CH:14][C:15]([CH2:18][CH2:19][NH:20][C:21]([NH:23][NH2:24])=[O:22])=[CH:16][CH:17]=2)[N:9]=1)(=[O:3])[CH3:2]. The catalyst class is: 4. (7) Reactant: Cl[C:2]1[N:7]=[C:6]([C:8]2[S:12][C:11]([CH:13]([CH3:15])[CH3:14])=[N:10][C:9]=2[C:16]2[CH:17]=[C:18]([NH:22][S:23]([C:26]3[C:31]([F:32])=[CH:30][CH:29]=[CH:28][C:27]=3[F:33])(=[O:25])=[O:24])[CH:19]=[CH:20][CH:21]=2)[CH:5]=[CH:4][N:3]=1.[NH2:34][CH2:35][CH2:36][S:37]([CH3:40])(=[O:39])=[O:38]. The catalyst class is: 33. Product: [F:33][C:27]1[CH:28]=[CH:29][CH:30]=[C:31]([F:32])[C:26]=1[S:23]([NH:22][C:18]1[CH:19]=[CH:20][CH:21]=[C:16]([C:9]2[N:10]=[C:11]([CH:13]([CH3:15])[CH3:14])[S:12][C:8]=2[C:6]2[CH:5]=[CH:4][N:3]=[C:2]([NH:34][CH2:35][CH2:36][S:37]([CH3:40])(=[O:39])=[O:38])[N:7]=2)[CH:17]=1)(=[O:25])=[O:24].